From a dataset of Forward reaction prediction with 1.9M reactions from USPTO patents (1976-2016). Predict the product of the given reaction. (1) The product is: [C:11]([O:10][C:8]([N:5]1[CH2:6][CH2:7][C:2]([CH3:1])([C:15]([OH:17])=[O:16])[CH2:3][CH2:4]1)=[O:9])([CH3:14])([CH3:12])[CH3:13]. Given the reactants [CH3:1][C:2]1([C:15]([O:17]C)=[O:16])[CH2:7][CH2:6][N:5]([C:8]([O:10][C:11]([CH3:14])([CH3:13])[CH3:12])=[O:9])[CH2:4][CH2:3]1.[Li+].[OH-].O.Cl, predict the reaction product. (2) Given the reactants Cl[CH2:2][CH2:3][CH2:4][N:5]1[C:10]2[CH:11]=[CH:12][C:13]([F:16])=[C:14]([F:15])[C:9]=2[O:8][CH2:7][C:6]1=[O:17].C([O-])([O-])=O.[K+].[K+].[Na+].[I-].[CH2:26]([CH:30]1[CH2:35][CH2:34][NH:33][CH2:32][CH2:31]1)[CH2:27][CH2:28][CH3:29], predict the reaction product. The product is: [CH2:26]([CH:30]1[CH2:35][CH2:34][N:33]([CH2:2][CH2:3][CH2:4][N:5]2[C:10]3[CH:11]=[CH:12][C:13]([F:16])=[C:14]([F:15])[C:9]=3[O:8][CH2:7][C:6]2=[O:17])[CH2:32][CH2:31]1)[CH2:27][CH2:28][CH3:29]. (3) Given the reactants [C:1]([O:5][C:6]([N:8]([CH2:19]C1C=CC(C(O)=O)=CC=1)[C@H:9]1[CH2:14][CH2:13][C@H:12]([C:15]([CH3:18])([CH3:17])[CH3:16])[CH2:11][CH2:10]1)=[O:7])([CH3:4])([CH3:3])[CH3:2].ON1[C:34]2[CH:35]=[CH:36][CH:37]=[CH:38][C:33]=2N=N1.Cl.C(N=C=NCCCN(C)C)C.Cl.CN[O:54][CH3:55].CCN(C(C)C)C(C)C.[CH3:65][N:66]([CH:68]=[O:69])C, predict the reaction product. The product is: [CH3:55][O:54][N:66]([CH3:65])[C:68](=[O:69])[C:33]1[CH:34]=[CH:35][C:36]([CH2:19][N:8]([C:6]([O:5][C:1]([CH3:4])([CH3:3])[CH3:2])=[O:7])[C@H:9]2[CH2:10][CH2:11][C@H:12]([C:15]([CH3:18])([CH3:17])[CH3:16])[CH2:13][CH2:14]2)=[CH:37][CH:38]=1.